From a dataset of Forward reaction prediction with 1.9M reactions from USPTO patents (1976-2016). Predict the product of the given reaction. (1) Given the reactants C(N(CC)CC)C.C(O)=O.[C:11]([C:14]1[CH:19]=[CH:18][N:17]=[CH:16][CH:15]=1)(=[O:13])[CH3:12].C([O-])([O-])=O.[Na+].[Na+], predict the reaction product. The product is: [N:17]1[CH:18]=[CH:19][C:14]([C@H:11]([OH:13])[CH3:12])=[CH:15][CH:16]=1. (2) The product is: [C:1]([O:4][C:5]1[CH:10]=[CH:9][CH:8]=[C:7]([CH2:11][Br:12])[CH:6]=1)(=[O:3])[CH3:2]. Given the reactants [C:1]([O:4][C:5]1[CH:6]=[C:7]([CH3:11])[CH:8]=[CH:9][CH:10]=1)(=[O:3])[CH3:2].[Br:12]N1C(=O)CCC1=O, predict the reaction product. (3) Given the reactants [CH3:1][O:2][C:3]([C:5]1[S:15][C:8]2=[CH:9][N:10]=[C:11]([Cl:14])[C:12](Br)=[C:7]2[CH:6]=1)=[O:4], predict the reaction product. The product is: [CH3:1][O:2][C:3]([C:5]1[S:15][C:8]2=[CH:9][N:10]=[C:11]([Cl:14])[CH:12]=[C:7]2[CH:6]=1)=[O:4]. (4) Given the reactants [Br:1][C:2]1[S:6][C:5]([C:7]([O:9][CH3:10])=[O:8])=[C:4]([NH:11][C:12](=O)[C:13](F)(F)F)[CH:3]=1.Br.Br[CH2:20][C:21]1[CH:22]=[N:23][CH:24]=CC=1.C(=O)([O-])[O-].[Cs+].[Cs+].CC(N(C)C)=O, predict the reaction product. The product is: [Br:1][C:2]1[S:6][C:5]([C:7]([O:9][CH3:10])=[O:8])=[C:4]([NH:11][CH2:12][C:13]2[CH:24]=[N:23][CH:22]=[CH:21][CH:20]=2)[CH:3]=1. (5) Given the reactants [CH2:1]([O:3][C:4](=[O:7])[CH:5]=O)[CH3:2].Cl.Cl.[CH2:10]([NH:17][NH2:18])[C:11]1[CH:16]=[CH:15][CH:14]=[CH:13][CH:12]=1.C([O-])([O-])=O.[Na+].[Na+].O1CCOCC1, predict the reaction product. The product is: [CH2:1]([O:3][C:4](=[O:7])[CH:5]=[N:18][NH:17][CH2:10][C:11]1[CH:16]=[CH:15][CH:14]=[CH:13][CH:12]=1)[CH3:2]. (6) Given the reactants Br[CH2:2][C:3]1[C:8]([CH3:9])=[CH:7][CH:6]=[CH:5][C:4]=1[N:10]1[C:14](=[O:15])[N:13]([CH3:16])[N:12]=[N:11]1.[Br:17][C:18]1[CH:23]=[CH:22][C:21]([OH:24])=[CH:20][C:19]=1[C:25]([CH3:28])([CH3:27])[CH3:26].C(=O)([O-])[O-].[K+].[K+].C(#N)C, predict the reaction product. The product is: [Br:17][C:18]1[CH:23]=[CH:22][C:21]([O:24][CH2:2][C:3]2[C:8]([CH3:9])=[CH:7][CH:6]=[CH:5][C:4]=2[N:10]2[C:14](=[O:15])[N:13]([CH3:16])[N:12]=[N:11]2)=[CH:20][C:19]=1[C:25]([CH3:28])([CH3:27])[CH3:26]. (7) Given the reactants [Cl:1][C:2]1[CH:3]=[C:4]([C:8]2[C:13]([O:14][CH3:15])=[CH:12][CH:11]=[C:10]([CH2:16][C:17]3[CH:18]=[CH:19][C:20]([N:23]4[CH2:26][CH2:25][C@H:24]4[C:27](O)=[O:28])=[N:21][CH:22]=3)[C:9]=2[F:30])[CH:5]=[CH:6][CH:7]=1.C([N:34](CC)C(C)C)(C)C.C(OC(Cl)=O)C(C)C.N.CO, predict the reaction product. The product is: [Cl:1][C:2]1[CH:3]=[C:4]([C:8]2[C:13]([O:14][CH3:15])=[CH:12][CH:11]=[C:10]([CH2:16][C:17]3[CH:18]=[CH:19][C:20]([N:23]4[CH2:26][CH2:25][C@H:24]4[C:27]([NH2:34])=[O:28])=[N:21][CH:22]=3)[C:9]=2[F:30])[CH:5]=[CH:6][CH:7]=1. (8) Given the reactants [Cl:1][C:2]1[CH:3]=[CH:4][C:5]([C:28]([F:31])([F:30])[F:29])=[C:6]([CH:27]=1)[CH2:7][N:8]1[CH2:13][CH2:12][NH:11][C:10]2[N:14]=[CH:15][C:16]([C:18]3[CH:26]=[CH:25][C:21]([C:22](O)=[O:23])=[CH:20][CH:19]=3)=[CH:17][C:9]1=2.[N:32]1[CH:37]=[CH:36][CH:35]=[C:34]([CH:38]2[CH2:42][CH2:41][CH2:40][NH:39]2)[CH:33]=1, predict the reaction product. The product is: [Cl:1][C:2]1[CH:3]=[CH:4][C:5]([C:28]([F:30])([F:31])[F:29])=[C:6]([CH:27]=1)[CH2:7][N:8]1[CH2:13][CH2:12][NH:11][C:10]2[N:14]=[CH:15][C:16]([C:18]3[CH:26]=[CH:25][C:21]([C:22]([N:39]4[CH2:40][CH2:41][CH2:42][CH:38]4[C:34]4[CH:33]=[N:32][CH:37]=[CH:36][CH:35]=4)=[O:23])=[CH:20][CH:19]=3)=[CH:17][C:9]1=2.